Dataset: TCR-epitope binding with 47,182 pairs between 192 epitopes and 23,139 TCRs. Task: Binary Classification. Given a T-cell receptor sequence (or CDR3 region) and an epitope sequence, predict whether binding occurs between them. (1) The epitope is VLAWLYAAV. The TCR CDR3 sequence is CASSYSDFNNEQFF. Result: 1 (the TCR binds to the epitope). (2) The epitope is FLPRVFSAV. The TCR CDR3 sequence is CASSFSGAGELFF. Result: 1 (the TCR binds to the epitope). (3) The epitope is YYRRATRRIR. The TCR CDR3 sequence is CASSLGGGEAFF. Result: 0 (the TCR does not bind to the epitope). (4) The epitope is VSFIEFVGW. The TCR CDR3 sequence is CASSSARGHHTQYF. Result: 1 (the TCR binds to the epitope). (5) The TCR CDR3 sequence is CASSYGRGTTEAFF. The epitope is KLNVGDYFV. Result: 1 (the TCR binds to the epitope). (6) The epitope is TSDLATNNLVVMAY. The TCR CDR3 sequence is CSVGDAGELFF. Result: 1 (the TCR binds to the epitope). (7) The epitope is SFHSLHLLF. The TCR CDR3 sequence is CASSTQGSPDEQYF. Result: 0 (the TCR does not bind to the epitope). (8) The epitope is KLMNIQQKL. The TCR CDR3 sequence is CASSLAPGGGEAFF. Result: 0 (the TCR does not bind to the epitope). (9) The epitope is YIFFASFYY. The TCR CDR3 sequence is CSAVRSSGGGEQYF. Result: 1 (the TCR binds to the epitope).